Task: Regression/Classification. Given a drug SMILES string, predict its absorption, distribution, metabolism, or excretion properties. Task type varies by dataset: regression for continuous measurements (e.g., permeability, clearance, half-life) or binary classification for categorical outcomes (e.g., BBB penetration, CYP inhibition). Dataset: cyp2d6_substrate_carbonmangels.. Dataset: CYP2D6 substrate classification data from Carbon-Mangels et al. (1) The molecule is ClC=C(Cl)Cl. The result is 0 (non-substrate). (2) The molecule is C[C@@H]1CC[C@H]2[C@@H](C)C(=O)O[C@@H]3O[C@@]4(C)CC[C@@H]1[C@]32OO4. The result is 1 (substrate). (3) The molecule is CCCCC/N=C(\N)N/N=C\c1c[nH]c2ccc(CO)cc12. The result is 1 (substrate). (4) The molecule is CN1[C@H]2CC[C@@H]1CC(OC(=O)c1c[nH]c3ccccc13)C2. The result is 1 (substrate). (5) The molecule is Cc1ccnc2c1NC(=O)c1cccnc1N2C1CC1. The result is 1 (substrate). (6) The molecule is CC(C)(C)NC[C@H](O)COc1nsnc1N1CCOCC1. The result is 1 (substrate).